Dataset: Reaction yield outcomes from USPTO patents with 853,638 reactions. Task: Predict the reaction yield, written as a fraction of the theoretical maximum amount of product (1.0 means a 100% yield; for example, 0.34 means a 34% yield). (1) The reactants are [CH2:1]([C:5]1[N:6]=[C:7]([CH3:27])[NH:8][C:9](=[O:26])[C:10]=1[CH2:11][C:12]1[CH:17]=[CH:16][C:15]([C:18]2[C:19]([C:24]#[N:25])=[CH:20][CH:21]=[CH:22][CH:23]=2)=[CH:14][CH:13]=1)[CH2:2][CH2:3][CH3:4].C(C=P(CCCC)(CCCC)CCCC)#N.[CH3:44][C:45]([C:49]1[CH:54]=[CH:53][CH:52]=[CH:51][CH:50]=1)([CH3:48])[CH2:46]O. The catalyst is C1(C)C=CC=CC=1. The product is [CH2:1]([C:5]1[N:6]=[C:7]([CH3:27])[N:8]([CH2:44][C:45]([CH3:48])([C:49]2[CH:54]=[CH:53][CH:52]=[CH:51][CH:50]=2)[CH3:46])[C:9](=[O:26])[C:10]=1[CH2:11][C:12]1[CH:17]=[CH:16][C:15]([C:18]2[C:19]([C:24]#[N:25])=[CH:20][CH:21]=[CH:22][CH:23]=2)=[CH:14][CH:13]=1)[CH2:2][CH2:3][CH3:4]. The yield is 0.100. (2) The product is [Br:14][C:7]1[CH:6]=[C:5]2[C:10]([CH:11]=[C:2]([NH2:1])[N:3]=[CH:4]2)=[CH:9][CH:8]=1. The yield is 0.190. The reactants are [NH2:1][C:2]1[N:3]=[CH:4][C:5]2[C:10]([C:11]=1C#N)=[CH:9][CH:8]=[C:7]([Br:14])[CH:6]=2.OS(O)(=O)=O.[OH-].[Na+]. The catalyst is O. (3) The reactants are [CH3:1][C:2]([C:4]1[CH:9]=[CH:8][C:7]([OH:10])=[C:6]([O:11][CH3:12])[CH:5]=1)=[O:3].[CH2:13](Br)[C:14]1[CH:19]=[CH:18][CH:17]=[CH:16][CH:15]=1.C(=O)([O-])[O-].[K+].[K+]. The catalyst is CN(C=O)C. The product is [CH2:13]([O:10][C:7]1[CH:8]=[CH:9][C:4]([C:2](=[O:3])[CH3:1])=[CH:5][C:6]=1[O:11][CH3:12])[C:14]1[CH:19]=[CH:18][CH:17]=[CH:16][CH:15]=1. The yield is 0.990. (4) No catalyst specified. The reactants are [CH2:1]([Li])[CH2:2][CH2:3][CH3:4].ClC(Cl)=C(Cl)C(Cl)=C(Cl)Cl.[CH3:16][N:17]([Si:19]([CH3:22])([CH3:21])Cl)[CH3:18]. The product is [CH3:16][N:17]([Si:19]([CH3:22])([CH3:21])[C:1]#[C:2][C:3]#[C:4][Si:19]([N:17]([CH3:18])[CH3:16])([CH3:22])[CH3:21])[CH3:18]. The yield is 0.960. (5) The reactants are [CH3:1][C:2]1[O:6][C:5]([C:7]2[CH:13]=[CH:12][C:10]([NH2:11])=[CH:9][CH:8]=2)=[N:4][N:3]=1.[Cl:14]N1C(=O)CCC1=O. The catalyst is CN(C=O)C. The product is [Cl:14][C:12]1[CH:13]=[C:7]([C:5]2[O:6][C:2]([CH3:1])=[N:3][N:4]=2)[CH:8]=[CH:9][C:10]=1[NH2:11]. The yield is 0.490. (6) The reactants are [Cl-].O[NH3+:3].[C:4](=[O:7])([O-])[OH:5].[Na+].CS(C)=O.[O:13]=[C:14]1[C:19]([CH2:20][C:21]2[CH:26]=[CH:25][C:24]([C:27]3[C:28]([C:33]#[N:34])=[CH:29][CH:30]=[CH:31][CH:32]=3)=[CH:23][CH:22]=2)=[C:18]([CH2:35][CH2:36][CH2:37][CH2:38][CH3:39])[N:17]2[N:40]=[CH:41][N:42]=[C:16]2[N:15]1[CH:43]1[CH2:48][CH2:47][O:46][CH2:45][CH2:44]1. The catalyst is C(OCC)(=O)C. The product is [O:7]=[C:4]1[O:5][N:3]=[C:33]([C:28]2[CH:29]=[CH:30][CH:31]=[CH:32][C:27]=2[C:24]2[CH:23]=[CH:22][C:21]([CH2:20][C:19]3[C:14](=[O:13])[N:15]([CH:43]4[CH2:44][CH2:45][O:46][CH2:47][CH2:48]4)[C:16]4[N:17]([N:40]=[CH:41][N:42]=4)[C:18]=3[CH2:35][CH2:36][CH2:37][CH2:38][CH3:39])=[CH:26][CH:25]=2)[NH:34]1. The yield is 0.680. (7) The reactants are [CH2:1]([O:3][C:4]([C:6]1[C:10]([CH3:11])=[C:9]([C:12]2[CH:17]=[CH:16][C:15]([Cl:18])=[CH:14][CH:13]=2)[N:8]([C:19]2[CH:24]=[CH:23][CH:22]=[CH:21][C:20]=2[Cl:25])[N:7]=1)=[O:5])[CH3:2].[Br:26]N1C(=O)CCC1=O.CC(N=NC(C#N)(C)C)(C#N)C. The catalyst is C(Cl)(Cl)(Cl)Cl. The product is [CH2:1]([O:3][C:4]([C:6]1[C:10]([CH2:11][Br:26])=[C:9]([C:12]2[CH:17]=[CH:16][C:15]([Cl:18])=[CH:14][CH:13]=2)[N:8]([C:19]2[CH:24]=[CH:23][CH:22]=[CH:21][C:20]=2[Cl:25])[N:7]=1)=[O:5])[CH3:2]. The yield is 0.640. (8) The reactants are [CH:1]1([C:4]2[CH:9]=[CH:8][N:7]=[C:6]([NH:10][C:11]3[CH:12]=[C:13]([C:18]4[S:22][C:21]([C:23]5([NH:27]S(C(C)(C)C)=O)[CH2:26][CH2:25][CH2:24]5)=[N:20][CH:19]=4)[CH:14]=[C:15]([CH3:17])[CH:16]=3)[N:5]=2)[CH2:3][CH2:2]1.[ClH:34]. The catalyst is O1CCOCC1. The product is [ClH:34].[NH2:27][C:23]1([C:21]2[S:22][C:18]([C:13]3[CH:12]=[C:11]([NH:10][C:6]4[N:5]=[C:4]([CH:1]5[CH2:3][CH2:2]5)[CH:9]=[CH:8][N:7]=4)[CH:16]=[C:15]([CH3:17])[CH:14]=3)=[CH:19][N:20]=2)[CH2:26][CH2:25][CH2:24]1. The yield is 1.09. (9) The reactants are [S:1](Cl)(Cl)=[O:2].[Si:5]([O:12][C@@H:13]([C:25]1[CH:30]=[CH:29][C:28]([C:31]([F:34])([F:33])[F:32])=[CH:27][CH:26]=1)[C@H:14]([NH:17][C:18](=[O:24])[O:19][C:20]([CH3:23])([CH3:22])[CH3:21])[CH2:15][OH:16])([C:8]([CH3:11])([CH3:10])[CH3:9])([CH3:7])[CH3:6].N1C=CC=CC=1. The catalyst is CC#N.C(Cl)Cl.C1COCC1. The product is [Si:5]([O:12][C@@H:13]([C:25]1[CH:30]=[CH:29][C:28]([C:31]([F:32])([F:33])[F:34])=[CH:27][CH:26]=1)[C@H:14]1[CH2:15][O:16][S:1](=[O:2])[N:17]1[C:18]([O:19][C:20]([CH3:23])([CH3:22])[CH3:21])=[O:24])([C:8]([CH3:9])([CH3:10])[CH3:11])([CH3:7])[CH3:6]. The yield is 0.900.